This data is from Catalyst prediction with 721,799 reactions and 888 catalyst types from USPTO. The task is: Predict which catalyst facilitates the given reaction. (1) Reactant: [H-].[H-].[H-].[H-].[Li+].[Al+3].[Br:7][C:8]1[C:24]([CH3:25])=[CH:23][C:11]([O:12][CH2:13][CH:14]([C:19]2([CH3:22])[CH2:21][O:20]2)[C:15]([CH3:18])([OH:17])[CH3:16])=[CH:10][C:9]=1[CH3:26]. Product: [Br:7][C:8]1[C:9]([CH3:26])=[CH:10][C:11]([O:12][CH2:13][CH:14]([C:19]([CH3:21])([OH:20])[CH3:22])[C:15]([CH3:18])([OH:17])[CH3:16])=[CH:23][C:24]=1[CH3:25]. The catalyst class is: 1. (2) Reactant: [CH2:1]([NH:3][C:4]([C:6]1[C:11](=[O:12])[C:10](Br)=[C:9]([CH3:14])[N:8]([CH:15]([C:17]2[CH:22]=[CH:21][C:20]([C:23]#[N:24])=[CH:19][CH:18]=2)[CH3:16])[CH:7]=1)=[O:5])[CH3:2].[F:25][C:26]([F:37])([F:36])[C:27]1[CH:28]=[C:29](B(O)O)[CH:30]=[CH:31][CH:32]=1.C([O-])([O-])=O.[K+].[K+]. Product: [CH2:1]([NH:3][C:4]([C:6]1[C:11](=[O:12])[C:10]([C:31]2[CH:30]=[CH:29][CH:28]=[C:27]([C:26]([F:37])([F:36])[F:25])[CH:32]=2)=[C:9]([CH3:14])[N:8]([CH:15]([C:17]2[CH:22]=[CH:21][C:20]([C:23]#[N:24])=[CH:19][CH:18]=2)[CH3:16])[CH:7]=1)=[O:5])[CH3:2]. The catalyst class is: 382.